Dataset: Full USPTO retrosynthesis dataset with 1.9M reactions from patents (1976-2016). Task: Predict the reactants needed to synthesize the given product. (1) Given the product [Cl:40][C:30]1[C:31]([NH:33][C:34]2[CH:38]=[C:37]([CH3:39])[NH:36][N:35]=2)=[N:32][C:27]([NH:1][C:2]2[C:7]([CH3:8])=[CH:6][C:5]([CH:9]3[CH2:14][CH2:13][N:12]([CH2:15][C:16]4[CH:17]=[CH:18][C:19]([O:22][CH3:23])=[CH:20][CH:21]=4)[C:11](=[O:24])[CH2:10]3)=[C:4]([CH3:25])[CH:3]=2)=[N:28][CH:29]=1, predict the reactants needed to synthesize it. The reactants are: [NH2:1][C:2]1[C:7]([CH3:8])=[CH:6][C:5]([CH:9]2[CH2:14][CH2:13][N:12]([CH2:15][C:16]3[CH:21]=[CH:20][C:19]([O:22][CH3:23])=[CH:18][CH:17]=3)[C:11](=[O:24])[CH2:10]2)=[C:4]([CH3:25])[CH:3]=1.Cl[C:27]1[N:32]=[C:31]([NH:33][C:34]2[CH:38]=[C:37]([CH3:39])[NH:36][N:35]=2)[C:30]([Cl:40])=[CH:29][N:28]=1.Cl.C([O-])(O)=O.[Na+]. (2) Given the product [CH3:1][O:2][C:3](=[O:13])[C:4]1[CH:9]=[CH:8][C:7]([C:10]#[N:11])=[C:6]([Br:18])[CH:5]=1, predict the reactants needed to synthesize it. The reactants are: [CH3:1][O:2][C:3](=[O:13])[C:4]1[CH:9]=[CH:8][C:7]([C:10]#[N:11])=[C:6](N)[CH:5]=1.N([O-])=O.[Na+].[BrH:18]. (3) Given the product [C:13]([O:12][C:11]([N:10]([CH2:18][CH2:19][C:20]1[CH:25]=[CH:24][C:23]([S:26]([C:29]2[CH:34]=[CH:33][C:32]([O:35][CH2:44][C:45]([O:47][CH2:48][CH3:49])=[O:46])=[CH:31][CH:30]=2)(=[O:28])=[O:27])=[CH:22][CH:21]=1)[CH2:9][C@@H:8]([C:4]1[CH:5]=[CH:6][CH:7]=[C:2]([Cl:1])[CH:3]=1)[OH:36])=[O:17])([CH3:15])([CH3:16])[CH3:14], predict the reactants needed to synthesize it. The reactants are: [Cl:1][C:2]1[CH:3]=[C:4]([C@@H:8]([OH:36])[CH2:9][N:10]([CH2:18][CH2:19][C:20]2[CH:25]=[CH:24][C:23]([S:26]([C:29]3[CH:34]=[CH:33][C:32]([OH:35])=[CH:31][CH:30]=3)(=[O:28])=[O:27])=[CH:22][CH:21]=2)[C:11](=[O:17])[O:12][C:13]([CH3:16])([CH3:15])[CH3:14])[CH:5]=[CH:6][CH:7]=1.C(=O)([O-])[O-].[K+].[K+].Br[CH2:44][C:45]([O:47][CH2:48][CH3:49])=[O:46].O. (4) Given the product [C:14]([O:18][C:19](=[O:35])[CH2:20][N:21]([CH2:22][C:23]1[CH:24]=[C:25]([C:28]([O:30][C:31]([CH3:34])([CH3:33])[CH3:32])=[O:29])[S:26][CH:27]=1)[C:9]([C:6]1[C:5]2[CH:12]=[CH:13][C:2]([OH:1])=[CH:3][C:4]=2[S:8][CH:7]=1)=[O:11])([CH3:16])([CH3:17])[CH3:15], predict the reactants needed to synthesize it. The reactants are: [OH:1][C:2]1[CH:13]=[CH:12][C:5]2[C:6]([C:9]([OH:11])=O)=[CH:7][S:8][C:4]=2[CH:3]=1.[C:14]([O:18][C:19](=[O:35])[CH2:20][NH:21][CH2:22][C:23]1[CH:24]=[C:25]([C:28]([O:30][C:31]([CH3:34])([CH3:33])[CH3:32])=[O:29])[S:26][CH:27]=1)([CH3:17])([CH3:16])[CH3:15].C(N(CC)C(C)C)(C)C.F[P-](F)(F)(F)(F)F.C(C(=NO[C+](N(C)C)N1CCOCC1)C(OCC)=O)#N. (5) The reactants are: C(OC(=O)[NH:7][C@@H:8]([CH2:18][C:19]1[CH:24]=[CH:23][C:22]([O:25][CH2:26][C:27]#[CH:28])=[CH:21][CH:20]=1)[C:9]([NH:11][S:12]([CH:15]1[CH2:17][CH2:16]1)(=[O:14])=[O:13])=[O:10])(C)(C)C.Cl. Given the product [NH2:7][C@@H:8]([CH2:18][C:19]1[CH:20]=[CH:21][C:22]([O:25][CH2:26][C:27]#[CH:28])=[CH:23][CH:24]=1)[C:9]([NH:11][S:12]([CH:15]1[CH2:17][CH2:16]1)(=[O:14])=[O:13])=[O:10], predict the reactants needed to synthesize it.